The task is: Predict the product of the given reaction.. This data is from Forward reaction prediction with 1.9M reactions from USPTO patents (1976-2016). The product is: [NH2:11][C:10]1[N:9]=[C:8]2[N:12]([CH2:13][CH2:14][O:15][CH3:16])[CH:18]=[CH:17][C:7]2=[N:6][C:5]=1[C:3]([OH:2])=[O:4]. Given the reactants C[O:2][C:3]([C:5]1[C:10]([NH2:11])=[N:9][C:8]([NH:12][CH2:13][CH2:14][O:15][CH3:16])=[C:7]([C:17]#[C:18][Si](C)(C)C)[N:6]=1)=[O:4].CC([O-])(C)C.[K+].[NH4+].[Cl-], predict the reaction product.